Dataset: Full USPTO retrosynthesis dataset with 1.9M reactions from patents (1976-2016). Task: Predict the reactants needed to synthesize the given product. (1) Given the product [CH:20]1([CH2:19][O:18][C:5]2[C:4]([CH:1]3[CH2:2][CH2:3]3)=[CH:16][C:8]([C:9]([OH:11])=[O:10])=[C:7]([F:17])[CH:6]=2)[CH2:21][CH2:22][CH2:23][CH2:24][CH2:25]1, predict the reactants needed to synthesize it. The reactants are: [CH:1]1([C:4]2[C:5]([O:18][CH2:19][C:20]3(C(F)(F)F)[CH2:25][CH2:24][CH2:23][CH2:22][CH2:21]3)=[CH:6][C:7]([F:17])=[C:8]([CH:16]=2)[C:9]([O:11]C(C)(C)C)=[O:10])[CH2:3][CH2:2]1.C1(COC2C(C3CC3)=CC(C(OC(C)(C)C)=O)=C(F)C=2)CCCCC1. (2) Given the product [CH:56]1([N:37]([CH:34]2[CH2:35][CH2:36][NH:31][CH2:32][CH2:33]2)[C:38]([C:40]2[CH:45]=[N:44][C:43]([C:46]3[CH:51]=[CH:50][C:49]([S:52]([CH3:55])(=[O:54])=[O:53])=[CH:48][CH:47]=3)=[N:42][CH:41]=2)=[O:39])[CH2:58][CH2:57]1, predict the reactants needed to synthesize it. The reactants are: C1(N(C2CCNCC2)C(C2C=NC(N3C=CN=C3)=NC=2)=O)CC1.C(OC([N:31]1[CH2:36][CH2:35][CH:34]([N:37]([CH:56]2[CH2:58][CH2:57]2)[C:38]([C:40]2[CH:41]=[N:42][C:43]([C:46]3[CH:51]=[CH:50][C:49]([S:52]([CH3:55])(=[O:54])=[O:53])=[CH:48][CH:47]=3)=[N:44][CH:45]=2)=[O:39])[CH2:33][CH2:32]1)=O)(C)(C)C. (3) Given the product [ClH:52].[NH2:44][C@H:10]([CH2:9][O:8][CH2:1][C:2]1[CH:7]=[CH:6][CH:5]=[CH:4][CH:3]=1)[CH2:11][O:12][C:13]1[C:17]([CH3:18])=[C:16]([NH:19][C:20]([NH:22][CH2:23][C:24]2[CH:29]=[C:28]([CH2:30][O:31][CH3:32])[CH:27]=[CH:26][C:25]=2[O:33][C:34]([F:36])([F:35])[F:37])=[O:21])[N:15]([C:38]2[CH:39]=[CH:40][CH:41]=[CH:42][CH:43]=2)[N:14]=1, predict the reactants needed to synthesize it. The reactants are: [CH2:1]([O:8][CH2:9][C@@H:10]([NH:44]C(=O)OC(C)(C)C)[CH2:11][O:12][C:13]1[C:17]([CH3:18])=[C:16]([NH:19][C:20]([NH:22][CH2:23][C:24]2[CH:29]=[C:28]([CH2:30][O:31][CH3:32])[CH:27]=[CH:26][C:25]=2[O:33][C:34]([F:37])([F:36])[F:35])=[O:21])[N:15]([C:38]2[CH:43]=[CH:42][CH:41]=[CH:40][CH:39]=2)[N:14]=1)[C:2]1[CH:7]=[CH:6][CH:5]=[CH:4][CH:3]=1.[ClH:52].CC(O)C. (4) Given the product [CH3:1][O:2][C:3]([C:5]1[C:6]2[CH:7]=[C:8]([C:14]([OH:16])=[O:15])[NH:9][C:10]=2[CH:11]=[CH:12][CH:13]=1)=[O:4], predict the reactants needed to synthesize it. The reactants are: [CH3:1][O:2][C:3]([C:5]1[C:6]2[CH:7]=[C:8]([C:14]([O:16]C(C)(C)C)=[O:15])[NH:9][C:10]=2[CH:11]=[CH:12][CH:13]=1)=[O:4].C1(C)C=CC=CC=1. (5) The reactants are: Cl[C:2]([O:4][C:5]1[CH:10]=[CH:9][C:8]([N+:11]([O-:13])=[O:12])=[CH:7][CH:6]=1)=[O:3].C(N(C(C)C)CC)(C)C.[CH2:23]([O:25][C@@H:26]([CH2:31][C:32]1[CH:37]=[CH:36][C:35]([C:38]2[CH:43]=[CH:42][CH:41]=[C:40]([NH:44][CH3:45])[N:39]=2)=[CH:34][CH:33]=1)[C:27]([O:29][CH3:30])=[O:28])[CH3:24].O. Given the product [CH2:23]([O:25][C@@H:26]([CH2:31][C:32]1[CH:37]=[CH:36][C:35]([C:38]2[CH:43]=[CH:42][CH:41]=[C:40]([N:44]([CH3:45])[C:2]([O:4][C:5]3[CH:10]=[CH:9][C:8]([N+:11]([O-:13])=[O:12])=[CH:7][CH:6]=3)=[O:3])[N:39]=2)=[CH:34][CH:33]=1)[C:27]([O:29][CH3:30])=[O:28])[CH3:24], predict the reactants needed to synthesize it. (6) Given the product [CH3:8][S:9][C:10]1[N:15]=[C:14]([C:16]([NH2:2])=[O:17])[CH:13]=[C:12]([C:19]2[CH:24]=[CH:23][CH:22]=[CH:21][CH:20]=2)[N:11]=1, predict the reactants needed to synthesize it. The reactants are: C[N:2]1CCOCC1.[CH3:8][S:9][C:10]1[N:15]=[C:14]([C:16](O)=[O:17])[CH:13]=[C:12]([C:19]2[CH:24]=[CH:23][CH:22]=[CH:21][CH:20]=2)[N:11]=1.[Cl-].[NH4+].C1C=CC2N(O)N=NC=2C=1.C(Cl)CCl.